This data is from Forward reaction prediction with 1.9M reactions from USPTO patents (1976-2016). The task is: Predict the product of the given reaction. (1) Given the reactants [Cl:1][C:2]1[CH:7]=[CH:6][CH:5]=[CH:4][C:3]=1[CH2:8][C:9](O)=O.[CH:12]1([NH2:15])[CH2:14][CH2:13]1, predict the reaction product. The product is: [Cl:1][C:2]1[CH:7]=[CH:6][CH:5]=[CH:4][C:3]=1[CH2:8][CH2:9][NH:15][CH:12]1[CH2:14][CH2:13]1. (2) The product is: [CH3:10][O:11][C:12](=[O:22])[CH2:13][C:14]1[CH:19]=[CH:18][CH:17]=[C:16]([CH2:20][NH:5][CH2:4][C:3]2[CH:6]=[CH:7][CH:8]=[CH:9][C:2]=2[OH:1])[CH:15]=1. Given the reactants [OH:1][C:2]1[CH:9]=[CH:8][CH:7]=[CH:6][C:3]=1[CH2:4][NH2:5].[CH3:10][O:11][C:12](=[O:22])[CH2:13][C:14]1[CH:19]=[CH:18][CH:17]=[C:16]([CH:20]=O)[CH:15]=1.C(O)(=O)C.C(O[BH-](OC(=O)C)OC(=O)C)(=O)C.[Na+], predict the reaction product. (3) Given the reactants [O:1]1[CH:5]=[CH:4][CH:3]=[C:2]1[CH2:6][N:7]([C:15]([O:17][CH2:18][CH3:19])=[O:16])[CH2:8][CH2:9][C:10]([O:12]CC)=[O:11].[OH-].[K+], predict the reaction product. The product is: [O:1]1[CH:5]=[CH:4][CH:3]=[C:2]1[CH2:6][N:7]([C:15]([O:17][CH2:18][CH3:19])=[O:16])[CH2:8][CH2:9][C:10]([OH:12])=[O:11]. (4) Given the reactants Cl.[CH2:2]([NH2:20])[CH2:3][CH2:4][CH2:5][CH2:6][CH2:7][CH2:8][CH2:9][CH2:10][CH2:11][CH2:12][CH2:13][CH2:14][CH2:15][CH2:16][CH2:17][CH2:18][CH3:19].[OH-].[Na+].C(N)CCCCCCCCCCCCCCCCC.[CH3:42][O:43][C:44]1[CH:45]=[C:46]([CH:51]=[CH:52][CH:53]=1)[CH2:47][N:48]=[C:49]=[S:50].[N-]=C=S, predict the reaction product. The product is: [CH3:42][O:43][C:44]1[CH:45]=[C:46]([CH:51]=[CH:52][CH:53]=1)[CH2:47][NH:48][C:49]([NH:20][CH2:2][CH2:3][CH2:4][CH2:5][CH2:6][CH2:7][CH2:8][CH2:9][CH2:10][CH2:11][CH2:12][CH2:13][CH2:14][CH2:15][CH2:16][CH2:17][CH2:18][CH3:19])=[S:50]. (5) Given the reactants [NH2:1][CH2:2][CH:3]1[C:8]2([C:16]3[C:11](=[CH:12][C:13]([O:17][CH3:18])=[CH:14][CH:15]=3)[NH:10][C:9]2=[O:19])[CH2:7][CH2:6][CH2:5][NH:4]1.[CH3:20]OC(OC)N(C)C, predict the reaction product. The product is: [CH3:18][O:17][C:13]1[CH:12]=[C:11]2[C:16]([C:8]3([CH2:7][CH2:6][CH2:5][N:4]4[CH:20]=[N:1][CH2:2][CH:3]34)[C:9](=[O:19])[NH:10]2)=[CH:15][CH:14]=1.